Dataset: Forward reaction prediction with 1.9M reactions from USPTO patents (1976-2016). Task: Predict the product of the given reaction. (1) Given the reactants [Zn:1].[Br:2]CCBr.Cl[Si](C)(C)C.Br[CH:12]([C:14]1[CH:19]=[CH:18][CH:17]=[CH:16][CH:15]=1)[CH3:13], predict the reaction product. The product is: [Br-:2].[C:14]1([CH:12]([Zn+:1])[CH3:13])[CH:19]=[CH:18][CH:17]=[CH:16][CH:15]=1. (2) Given the reactants Cl[C:2]1[C:11]2[C:6](=[CH:7][C:8]([O:12][CH3:13])=[CH:9][CH:10]=2)[CH:5]=[C:4]([NH:14][C:15]2[CH:19]=[C:18]([CH3:20])[NH:17][N:16]=2)[N:3]=1.[CH3:21][O:22][C:23]1[CH:24]=[C:25](B(O)O)[CH:26]=[CH:27][CH:28]=1, predict the reaction product. The product is: [CH3:21][O:22][C:23]1[CH:28]=[C:27]([C:2]2[C:11]3[C:6](=[CH:7][C:8]([O:12][CH3:13])=[CH:9][CH:10]=3)[CH:5]=[C:4]([NH:14][C:15]3[CH:19]=[C:18]([CH3:20])[NH:17][N:16]=3)[N:3]=2)[CH:26]=[CH:25][CH:24]=1. (3) Given the reactants [CH:1]1[C:10]2[C:5](=[CH:6][CH:7]=[CH:8][CH:9]=2)[CH:4]=[C:3]([CH:11]=O)[N:2]=1.[F:13][CH:14]([F:17])[CH2:15][NH2:16].[Na], predict the reaction product. The product is: [F:13][CH:14]([F:17])[CH2:15][NH:16][CH2:11][C:3]1[N:2]=[CH:1][C:10]2[C:5]([CH:4]=1)=[CH:6][CH:7]=[CH:8][CH:9]=2. (4) Given the reactants [N:1]([C@@H:4]1[CH2:9][CH2:8][CH2:7][CH2:6][C@@H:5]1[CH3:10])=[N+]=[N-].[C:11]1(=[O:15])[CH2:14][CH2:13][CH2:12]1, predict the reaction product. The product is: [CH3:10][C@H:5]1[CH2:6][CH2:7][CH2:8][CH2:9][C@H:4]1[N:1]1[CH2:14][CH2:13][CH2:12][C:11]1=[O:15]. (5) Given the reactants [C:1]([O:5][C:6]([N:8]1[CH2:13][CH2:12][CH:11]([C:14](=O)[CH2:15][C:16]([O:18][CH2:19][CH3:20])=[O:17])[CH2:10][CH2:9]1)=[O:7])([CH3:4])([CH3:3])[CH3:2].[H-].[Na+].Br.Br[CH2:26][C:27]([C:29]1[CH:34]=[CH:33][N:32]=[CH:31][CH:30]=1)=O.C([O-])(=O)C.[NH4+:39], predict the reaction product. The product is: [C:1]([O:5][C:6]([N:8]1[CH2:13][CH2:12][CH:11]([C:14]2[NH:39][C:27]([C:29]3[CH:34]=[CH:33][N:32]=[CH:31][CH:30]=3)=[CH:26][C:15]=2[C:16]([O:18][CH2:19][CH3:20])=[O:17])[CH2:10][CH2:9]1)=[O:7])([CH3:4])([CH3:3])[CH3:2]. (6) Given the reactants [Cl:1][C:2]1[CH:3]=[C:4]([F:9])[C:5](F)=[N:6][CH:7]=1.Cl.[O:11]=[C:12]1[C@@H:16]([O:17][C:18]2[CH:19]=[CH:20][C:21]([C:24]([O:26][CH3:27])=[O:25])=[N:22][CH:23]=2)[CH2:15][CH2:14][N:13]1[CH:28]1[CH2:33][CH2:32][NH:31][CH2:30][CH2:29]1.CCN(C(C)C)C(C)C, predict the reaction product. The product is: [Cl:1][C:2]1[CH:3]=[C:4]([F:9])[C:5]([N:31]2[CH2:32][CH2:33][CH:28]([N:13]3[CH2:14][CH2:15][C@H:16]([O:17][C:18]4[CH:19]=[CH:20][C:21]([C:24]([O:26][CH3:27])=[O:25])=[N:22][CH:23]=4)[C:12]3=[O:11])[CH2:29][CH2:30]2)=[N:6][CH:7]=1. (7) Given the reactants B(Br)(Br)Br.C[O:6][C:7]1[CH:8]=[C:9]([S:13]([N:16]2[CH2:21][CH2:20][O:19][CH2:18][CH2:17]2)(=[O:15])=[O:14])[CH:10]=[CH:11][CH:12]=1, predict the reaction product. The product is: [OH:6][C:7]1[CH:8]=[C:9]([S:13]([N:16]2[CH2:21][CH2:20][O:19][CH2:18][CH2:17]2)(=[O:15])=[O:14])[CH:10]=[CH:11][CH:12]=1. (8) The product is: [CH2:11]([OH:17])[CH:12]([OH:13])[CH3:14].[CH3:7][NH:8][CH:11]=[O:17]. Given the reactants ClC1N=C2C(N=[CH:7][N:8]2[C@@H:11]2[O:17][C@H](CO)[C@@H:14](O)[C@H:12]2[OH:13])=C(N)N=1.N1C=C(C(N)=O)C=N1.C(=O)([O-])[O-].[Cs+].[Cs+].C(#N)C, predict the reaction product.